From a dataset of Catalyst prediction with 721,799 reactions and 888 catalyst types from USPTO. Predict which catalyst facilitates the given reaction. (1) Reactant: [C:1]([O:5][C:6]([N:8]([CH2:27][CH:28]([CH3:30])[CH3:29])[CH2:9][CH2:10][CH2:11][O:12][C:13]1[CH:14]=[C:15]([C:23](OC)=[O:24])[CH:16]=[C:17]([CH:22]=1)[C:18](OC)=[O:19])=[O:7])([CH3:4])([CH3:3])[CH3:2].[H-].[H-].[H-].[H-].[Li+].[Al+3]. Product: [OH:24][CH2:23][C:15]1[CH:14]=[C:13]([CH:22]=[C:17]([CH2:18][OH:19])[CH:16]=1)[O:12][CH2:11][CH2:10][CH2:9][N:8]([CH2:27][CH:28]([CH3:29])[CH3:30])[C:6](=[O:7])[O:5][C:1]([CH3:2])([CH3:3])[CH3:4]. The catalyst class is: 1. (2) Reactant: [NH:1]1[CH2:6][CH2:5][CH2:4][CH2:3][CH2:2]1.[CH3:7][C:8]([O:11][C:12](O[C:12]([O:11][C:8]([CH3:10])([CH3:9])[CH3:7])=[O:13])=[O:13])([CH3:10])[CH3:9]. Product: [C:12]([N:1]1[CH2:6][CH2:5][CH2:4][CH2:3][CH2:2]1)([O:11][C:8]([CH3:10])([CH3:9])[CH3:7])=[O:13]. The catalyst class is: 5.